From a dataset of Reaction yield outcomes from USPTO patents with 853,638 reactions. Predict the reaction yield, written as a fraction of the theoretical maximum amount of product (1.0 means a 100% yield; for example, 0.34 means a 34% yield). (1) The reactants are [C:1]1([C:7]2[CH:8]=[N:9][N:10]([CH2:12][CH2:13][C@@:14]([CH3:24])([S:20]([CH3:23])(=[O:22])=[O:21])[C:15]([O:17]CC)=[O:16])[CH:11]=2)[CH2:6][CH2:5][CH2:4][CH2:3][CH:2]=1.[Li+].[OH-]. The catalyst is CO.C1COCC1.O. The product is [C:1]1([C:7]2[CH:8]=[N:9][N:10]([CH2:12][CH2:13][C@@:14]([CH3:24])([S:20]([CH3:23])(=[O:21])=[O:22])[C:15]([OH:17])=[O:16])[CH:11]=2)[CH2:6][CH2:5][CH2:4][CH2:3][CH:2]=1. The yield is 0.995. (2) The reactants are C[O:2][C:3]1[C:4]([CH3:31])=[C:5]([C:22]([O:29]C)=[C:23]([O:27][CH3:28])[C:24]=1[O:25][CH3:26])[CH2:6][C:7]1[CH:8]=[CH:9][C:10]([C:16]2[CH:21]=[CH:20][CH:19]=[CH:18][CH:17]=2)=[C:11]([CH:15]=1)[C:12]([OH:14])=[O:13].O=[N+]([O-])[O-].[O-][N+](=O)[O-].[O-][N+](=O)[O-].[O-][N+](=O)[O-].[O-][N+](=O)[O-].[O-][N+](=O)[O-].[Ce+4].[NH4+].[NH4+]. The catalyst is C(#N)C.O. The product is [CH3:26][O:25][C:24]1[C:3](=[O:2])[C:4]([CH3:31])=[C:5]([CH2:6][C:7]2[CH:8]=[CH:9][C:10]([C:16]3[CH:17]=[CH:18][CH:19]=[CH:20][CH:21]=3)=[C:11]([CH:15]=2)[C:12]([OH:14])=[O:13])[C:22](=[O:29])[C:23]=1[O:27][CH3:28]. The yield is 0.760. (3) The reactants are C(Cl)CCl.Cl.[O:6]=[C:7]1[NH:16][C:15]2[N:14]=[CH:13][C:12](/[CH:17]=[CH:18]/[C:19]([OH:21])=O)=[CH:11][C:10]=2[CH2:9][CH2:8]1.[CH3:22][NH:23][CH2:24][C:25]1[C:33]2[CH:32]=[CH:31][CH:30]=[CH:29][C:28]=2[N:27]2[CH2:34][CH2:35][CH2:36][C:26]=12.C1C=CC2N(O)N=NC=2C=1.CCN(CC)CC. The catalyst is CN(C=O)C.O. The product is [CH2:36]1[C:26]2=[C:25]([CH2:24][N:23]([CH3:22])[C:19](=[O:21])/[CH:18]=[CH:17]/[C:12]3[CH:13]=[N:14][C:15]4[NH:16][C:7](=[O:6])[CH2:8][CH2:9][C:10]=4[CH:11]=3)[C:33]3[CH:32]=[CH:31][CH:30]=[CH:29][C:28]=3[N:27]2[CH2:34][CH2:35]1. The yield is 0.250. (4) No catalyst specified. The product is [CH3:26][O:27][CH:9]([O:8][CH2:1][C:2]1[CH:3]=[CH:4][CH:5]=[CH:6][CH:7]=1)[CH2:12][CH2:20][O:21][CH3:22]. The yield is 0.970. The reactants are [CH2:1]([O:8][CH:9]([CH2:12]O)CO)[C:2]1[CH:7]=[CH:6][CH:5]=[CH:4][CH:3]=1.[H-].[Na+].CI.C1[CH2:22][O:21][CH2:20]C1.CN([CH:26]=[O:27])C. (5) The reactants are [N+:1]([C:4]1[CH:9]=[CH:8][CH:7]=[C:6]([C:10]([F:13])([F:12])[F:11])[CH:5]=1)([O-:3])=[O:2].S(=O)(=O)(O)O.[Br:19]N1C(C)(C)C(=O)N(Br)C1=O.[OH-].[Na+]. The catalyst is ClCCl. The product is [Br:19][C:8]1[CH:7]=[C:6]([C:10]([F:11])([F:12])[F:13])[CH:5]=[C:4]([N+:1]([O-:3])=[O:2])[CH:9]=1. The yield is 0.896. (6) The reactants are C([O:3][C:4](=[O:23])[CH2:5][NH:6][C:7]([C:9]1[C:14]([OH:15])=[CH:13][C:12]([C:16]2[CH:21]=[CH:20][CH:19]=[C:18]([F:22])[CH:17]=2)=[CH:11][N:10]=1)=[O:8])C.[OH-].[Na+].Cl. The catalyst is C1COCC1. The product is [F:22][C:18]1[CH:17]=[C:16]([C:12]2[CH:13]=[C:14]([OH:15])[C:9]([C:7]([NH:6][CH2:5][C:4]([OH:23])=[O:3])=[O:8])=[N:10][CH:11]=2)[CH:21]=[CH:20][CH:19]=1. The yield is 0.558. (7) The reactants are [Cl:1][C:2]1[N:3]=[N:4][C:5](I)=[CH:6][CH:7]=1.[Cu][C:10]#[N:11].ClCCl. The catalyst is C(#N)C. The product is [Cl:1][C:2]1[N:3]=[N:4][C:5]([C:10]#[N:11])=[CH:6][CH:7]=1. The yield is 0.760. (8) The reactants are [CH3:1][C:2]1([CH3:9])[CH2:7][CH2:6][C:5](=[O:8])[CH:4]=[CH:3]1.[CH3:10][Li]. The catalyst is CCOCC. The product is [CH3:10][C:5]1([OH:8])[CH2:6][CH2:7][C:2]([CH3:9])([CH3:1])[CH:3]=[CH:4]1. The yield is 0.900. (9) The reactants are [CH3:1][O:2][C:3](=[O:15])[C:4]1[CH:9]=[CH:8][C:7]([C:10](=O)[CH:11](Br)[F:12])=[CH:6][CH:5]=1.[CH3:16][N:17]1[CH2:22][CH2:21][N:20]([C:23](=[S:25])[NH2:24])[CH2:19][CH2:18]1. The catalyst is C(O)C. The product is [CH3:1][O:2][C:3](=[O:15])[C:4]1[CH:9]=[CH:8][C:7]([C:10]2[N:24]=[C:23]([N:20]3[CH2:21][CH2:22][N:17]([CH3:16])[CH2:18][CH2:19]3)[S:25][C:11]=2[F:12])=[CH:6][CH:5]=1. The yield is 0.740.